This data is from Full USPTO retrosynthesis dataset with 1.9M reactions from patents (1976-2016). The task is: Predict the reactants needed to synthesize the given product. (1) Given the product [I:16][C:17]1[CH:22]=[CH:21][C:20]([O:23][CH2:2][CH2:3][CH2:4][N:5]2[C:9](=[O:10])[C:8]3=[CH:11][CH:12]=[CH:13][CH:14]=[C:7]3[C:6]2=[O:15])=[CH:19][CH:18]=1, predict the reactants needed to synthesize it. The reactants are: Br[CH2:2][CH2:3][CH2:4][N:5]1[C:9](=[O:10])[C:8]2=[CH:11][CH:12]=[CH:13][CH:14]=[C:7]2[C:6]1=[O:15].[I:16][C:17]1[CH:22]=[CH:21][C:20]([OH:23])=[CH:19][CH:18]=1.C(=O)([O-])[O-].[K+].[K+]. (2) Given the product [Br:11][CH2:12][CH2:13][O:10][C:3]1[C:2]([I:1])=[CH:7][C:6]([F:8])=[CH:5][C:4]=1[F:9], predict the reactants needed to synthesize it. The reactants are: [I:1][C:2]1[CH:7]=[C:6]([F:8])[CH:5]=[C:4]([F:9])[C:3]=1[OH:10].[Br:11][CH2:12][CH2:13]Br.C(=O)([O-])[O-].[K+].[K+]. (3) Given the product [CH:38]([C@@H:37]([C:41](=[O:43])[O:16][C@@H:17]([C:27]1[S:28][CH:29]=[C:30]([C:32]([O:34][CH3:35])=[O:33])[N:31]=1)[CH2:18][C@H:19]([CH:20]([CH3:22])[CH3:21])[NH:23][CH2:24][CH2:25][CH3:26])[NH:36][C:45](=[O:49])[O:44][C:15]([CH3:14])([CH3:10])[CH3:50])([CH3:40])[CH3:39], predict the reactants needed to synthesize it. The reactants are: C1(N=C=N[CH:10]2[CH2:15][CH2:14]CCC2)CCCCC1.[OH:16][C@@H:17]([C:27]1[S:28][CH:29]=[C:30]([C:32]([O:34][CH3:35])=[O:33])[N:31]=1)[CH2:18][C@@H:19]([NH:23][CH2:24][CH2:25][CH3:26])[CH:20]([CH3:22])[CH3:21].[NH2:36][C@H:37]([C:41]([OH:43])=O)[CH:38]([CH3:40])[CH3:39].[OH2:44].[C:45]([OH:49])(C)(C)C.[CH2:50](Cl)Cl. (4) Given the product [CH3:15][C:10]1([CH2:9][CH2:8][CH2:7][CH2:6][C:5]([OH:16])=[O:4])[O:14][CH2:13][CH2:12][O:11]1, predict the reactants needed to synthesize it. The reactants are: N#N.C[O:4][C:5](=[O:16])[CH2:6][CH2:7][CH2:8][CH2:9][C:10]1([CH3:15])[O:14][CH2:13][CH2:12][O:11]1.O.[OH-].[Li+]. (5) Given the product [OH:8][NH:9][C:10](=[O:42])[C@H:11]([N:18]([CH2:32][C:33]1[CH:38]=[CH:37][C:36]2[O:39][CH2:40][O:41][C:35]=2[CH:34]=1)[S:19]([C:22]1[C:23]([CH3:31])=[CH:24][C:25]([O:29][CH3:30])=[CH:26][C:27]=1[CH3:28])(=[O:20])=[O:21])[CH2:12][NH:13][S:14]([CH3:17])(=[O:16])=[O:15], predict the reactants needed to synthesize it. The reactants are: C([O:8][NH:9][C:10](=[O:42])[C@H:11]([N:18]([CH2:32][C:33]1[CH:38]=[CH:37][C:36]2[O:39][CH2:40][O:41][C:35]=2[CH:34]=1)[S:19]([C:22]1[C:27]([CH3:28])=[CH:26][C:25]([O:29][CH3:30])=[CH:24][C:23]=1[CH3:31])(=[O:21])=[O:20])[CH2:12][NH:13][S:14]([CH3:17])(=[O:16])=[O:15])C1C=CC=CC=1. (6) Given the product [F:18][C:13]1[CH:14]=[CH:15][CH:16]=[C:17]2[C:12]=1[N:11]([C:19](=[O:42])[NH:20][CH2:21][C:22]1[CH:27]=[CH:26][C:25]([C:28]([N:30]3[CH2:36][CH2:35][CH2:34][CH2:33][C:32]4[CH:37]=[CH:38][CH:39]=[CH:40][C:31]3=4)=[O:29])=[CH:24][C:23]=1[CH3:41])[CH2:10][C:9](=[O:43])[N:8]2[CH2:7][C:6]([OH:44])=[O:5], predict the reactants needed to synthesize it. The reactants are: C([O:5][C:6](=[O:44])[CH2:7][N:8]1[C:17]2[C:12](=[C:13]([F:18])[CH:14]=[CH:15][CH:16]=2)[N:11]([C:19](=[O:42])[NH:20][CH2:21][C:22]2[CH:27]=[CH:26][C:25]([C:28]([N:30]3[CH2:36][CH2:35][CH2:34][CH2:33][C:32]4[CH:37]=[CH:38][CH:39]=[CH:40][C:31]3=4)=[O:29])=[CH:24][C:23]=2[CH3:41])[CH2:10][C:9]1=[O:43])(C)(C)C.FC(F)(F)C(O)=O. (7) Given the product [ClH:19].[F:17][C@@:9]1([C:11]2[CH:12]=[CH:13][CH:14]=[CH:15][CH:16]=2)[CH2:10][C@H:8]1[NH2:7], predict the reactants needed to synthesize it. The reactants are: C(OC(=O)[NH:7][C@@H:8]1[CH2:10][C@@:9]1([F:17])[C:11]1[CH:16]=[CH:15][CH:14]=[CH:13][CH:12]=1)(C)(C)C.[ClH:19].O1CCOCC1.